From a dataset of Catalyst prediction with 721,799 reactions and 888 catalyst types from USPTO. Predict which catalyst facilitates the given reaction. (1) Reactant: [Mg+2].[Cl-].[Cl-].[CH2:4]=[O:5].[CH3:6][O:7][C:8]1[CH:13]=[CH:12][C:11]([OH:14])=[CH:10][CH:9]=1.Cl. Product: [OH:14][C:11]1[CH:12]=[CH:13][C:8]([O:7][CH3:6])=[CH:9][C:10]=1[CH:4]=[O:5]. The catalyst class is: 23. (2) Reactant: [C:1]1([N:7]2[CH:12]=[C:11]([CH3:13])[CH:10]=[CH:9][C:8]2=O)[CH:6]=[CH:5][CH:4]=[CH:3][CH:2]=1.COC1C=CC(P2(SP(C3C=CC(OC)=CC=3)(=S)S2)=[S:24])=CC=1. Product: [C:1]1([N:7]2[CH:12]=[C:11]([CH3:13])[CH:10]=[CH:9][C:8]2=[S:24])[CH:6]=[CH:5][CH:4]=[CH:3][CH:2]=1. The catalyst class is: 11. (3) Reactant: [NH2:1][C:2](=O)[CH:3]([F:18])[CH:4]([P:6](C(OCC)OCC)(=[O:10])[O:7]CC)[CH3:5].B.C1COCC1.Cl. Product: [NH2:1][CH2:2][CH:3]([F:18])[CH:4]([PH:6](=[O:7])[OH:10])[CH3:5]. The catalyst class is: 1. (4) Reactant: Cl[C:2]1[CH:7]=[C:6]([N+:8]([O-])=O)[CH:5]=[CH:4][C:3]=1[C:11](=[O:13])[CH3:12].Cl.[OH2:15].[CH3:16]O. Product: [NH2:8][C:6]1[CH:5]=[CH:4][C:3]([C:11](=[O:13])[CH3:12])=[CH:2][C:7]=1[O:15][CH3:16]. The catalyst class is: 292.